From a dataset of Catalyst prediction with 721,799 reactions and 888 catalyst types from USPTO. Predict which catalyst facilitates the given reaction. Reactant: [Si]([O:8][CH2:9][CH2:10][N:11]1[C:20]2[C:15](=[CH:16][CH:17]=[CH:18][CH:19]=2)[CH2:14][CH:13]([NH:21][C:22]([C:24]2[NH:33][C:27]3=[CH:28][N:29]=[C:30]([Cl:32])[CH:31]=[C:26]3[CH:25]=2)=[O:23])[C:12]1=[O:34])(C(C)(C)C)(C)C.CCCC[N+](CCCC)(CCCC)CCCC.[F-]. Product: [OH:8][CH2:9][CH2:10][N:11]1[C:20]2[C:15](=[CH:16][CH:17]=[CH:18][CH:19]=2)[CH2:14][CH:13]([NH:21][C:22]([C:24]2[NH:33][C:27]3=[CH:28][N:29]=[C:30]([Cl:32])[CH:31]=[C:26]3[CH:25]=2)=[O:23])[C:12]1=[O:34]. The catalyst class is: 1.